Dataset: Catalyst prediction with 721,799 reactions and 888 catalyst types from USPTO. Task: Predict which catalyst facilitates the given reaction. (1) Reactant: [F:1][C:2]1[C:10]([F:11])=[CH:9][C:5]([C:6](O)=[O:7])=[C:4]([N+:12]([O-:14])=[O:13])[CH:3]=1.B.O1CCCC1.CO. Product: [F:1][C:2]1[C:10]([F:11])=[CH:9][C:5]([CH2:6][OH:7])=[C:4]([N+:12]([O-:14])=[O:13])[CH:3]=1. The catalyst class is: 1. (2) Reactant: C(OC([N:11]1[CH2:15][C@H:14]([CH2:16][CH2:17][CH3:18])[C@H:13]([NH:19][C:20]([O:22][C:23]([CH3:26])([CH3:25])[CH3:24])=[O:21])[CH2:12]1)=O)C1C=CC=CC=1.[H][H]. Product: [C:23]([O:22][C:20]([NH:19][C@H:13]1[C@@H:14]([CH2:16][CH2:17][CH3:18])[CH2:15][NH:11][CH2:12]1)=[O:21])([CH3:26])([CH3:25])[CH3:24]. The catalyst class is: 349. (3) Reactant: [I:1][C:2]1[C:10]2[C:5](=[N:6][CH:7]=[CH:8][C:9]=2[CH3:11])[NH:4][N:3]=1.[H-].[Na+].[CH3:14][Si:15]([CH2:18][CH2:19][O:20][CH2:21]Cl)([CH3:17])[CH3:16].CCOC(C)=O. Product: [I:1][C:2]1[C:10]2[C:5](=[N:6][CH:7]=[CH:8][C:9]=2[CH3:11])[N:4]([CH2:21][O:20][CH2:19][CH2:18][Si:15]([CH3:17])([CH3:16])[CH3:14])[N:3]=1. The catalyst class is: 3. (4) Reactant: [CH3:13][CH:12]([O:11][C:9](/N=N/[C:9]([O:11][CH:12]([CH3:14])[CH3:13])=O)=O)[CH3:14].[NH2:15][C:16]1C=C(O)C=[C:20]([O:22][CH3:23])[CH:21]=1.C1C=CC(P(C2C=CC=CC=2)C2C=CC=CC=2)=CC=1.[CH3:44][O:45][CH2:46][CH2:47][O:48][CH2:49][CH2:50][O:51][CH2:52][CH2:53][O:54][CH2:55][CH2:56][O:57][CH2:58]CO. Product: [CH3:58][O:57][CH2:56][CH2:55][O:54][CH2:53][CH2:52][O:51][CH2:50][CH2:49][O:48][CH2:47][CH2:46][O:45][CH2:44][CH2:23][O:22][C:20]1[CH:21]=[C:16]([CH:14]=[C:12]([O:11][CH3:9])[CH:13]=1)[NH2:15]. The catalyst class is: 1. (5) Reactant: [F:1][C:2]1[CH:3]=[C:4]([CH2:26][CH2:27][NH2:28])[CH:5]=[CH:6][C:7]=1[C:8]1[S:9][C:10]2[C:15]([N:16]=1)=[CH:14][CH:13]=[C:12]([C:17]1([C:20]3[CH:25]=[CH:24][CH:23]=[CH:22][CH:21]=3)[CH2:19][CH2:18]1)[N:11]=2.N1C=CC=CC=1.[CH3:35][S:36](Cl)(=[O:38])=[O:37]. Product: [F:1][C:2]1[CH:3]=[C:4]([CH2:26][CH2:27][NH:28][S:36]([CH3:35])(=[O:38])=[O:37])[CH:5]=[CH:6][C:7]=1[C:8]1[S:9][C:10]2[C:15]([N:16]=1)=[CH:14][CH:13]=[C:12]([C:17]1([C:20]3[CH:21]=[CH:22][CH:23]=[CH:24][CH:25]=3)[CH2:18][CH2:19]1)[N:11]=2. The catalyst class is: 4. (6) Reactant: [CH3:1][CH2:2][N:3]([C:6]([C:8]1([C:13]2[CH:14]=[CH:15][CH:16]=[CH:17][CH:18]=2)[CH:10]([CH2:11][NH2:12])[CH2:9]1)=[O:7])[CH2:4][CH3:5].[ClH:19].C(O)(C)C.C(OCC)(=O)C. Product: [CH3:5][CH2:4][N:3]([C:6]([C:8]1([C:13]2[CH:14]=[CH:15][CH:16]=[CH:17][CH:18]=2)[CH:10]([CH2:11][NH2:12])[CH2:9]1)=[O:7])[CH2:2][CH3:1].[ClH:19].[ClH:19]. The catalyst class is: 32.